From a dataset of Full USPTO retrosynthesis dataset with 1.9M reactions from patents (1976-2016). Predict the reactants needed to synthesize the given product. (1) Given the product [F:13][CH:12]([F:14])[O:11][C:3]1[CH:4]=[CH:5][CH:6]=[C:7]([N+:8]([O-:10])=[O:9])[C:2]=1[C:15]#[N:16], predict the reactants needed to synthesize it. The reactants are: Br[C:2]1[C:7]([N+:8]([O-:10])=[O:9])=[CH:6][CH:5]=[CH:4][C:3]=1[O:11][CH:12]([F:14])[F:13].[C:15]([Cu])#[N:16].[Li+].[Br-]. (2) Given the product [C:4]1([C:9]2[CH:14]=[CH:13][CH:12]=[CH:11][CH:10]=2)[CH:5]=[CH:6][CH:7]=[CH:8][C:3]=1[CH2:2][C:36]#[N:38], predict the reactants needed to synthesize it. The reactants are: Br[CH2:2][C:3]1[CH:8]=[CH:7][CH:6]=[CH:5][C:4]=1[C:9]1[CH:14]=[CH:13][CH:12]=[CH:11][CH:10]=1.[C-]#N.[K+].C1OCCOCCOCCOCCOCCOC1.[C:36](#[N:38])C. (3) Given the product [CH2:3]([O:10][CH2:12][C:13]1([OH:11])[CH2:22][CH2:21][C:16]2([O:17][CH2:18][CH2:19][O:20]2)[CH2:15][CH2:14]1)[C:4]1[CH:9]=[CH:8][CH:7]=[CH:6][CH:5]=1, predict the reactants needed to synthesize it. The reactants are: [H-].[Na+].[CH2:3]([OH:10])[C:4]1[CH:9]=[CH:8][CH:7]=[CH:6][CH:5]=1.[O:11]1[C:13]2([CH2:22][CH2:21][C:16]3([O:20][CH2:19][CH2:18][O:17]3)[CH2:15][CH2:14]2)[CH2:12]1.CCOC(C)=O. (4) Given the product [Cl:1][C:2]1[CH:3]=[CH:4][C:5]([CH:8]2[CH2:9][CH2:10][CH:11]([C:14]3[C:20](=[O:31])[C:29]4[C:24]([C:23](=[O:30])[CH:22]=3)=[CH:25][CH:26]=[CH:27][CH:28]=4)[CH2:12][CH2:13]2)=[CH:6][CH:7]=1, predict the reactants needed to synthesize it. The reactants are: [Cl:1][C:2]1[CH:7]=[CH:6][C:5]([C@H:8]2[CH2:13][CH2:12][C@H:11]([C:14](O)=O)[CH2:10][CH2:9]2)=[CH:4][CH:3]=1.C(#N)C.[C:20]1(=[O:31])[C:29]2[C:24](=[CH:25][CH:26]=[CH:27][CH:28]=2)[C:23](=[O:30])[CH:22]=C1.S(OOS([O-])(=O)=O)([O-])(=O)=O.[NH4+].[NH4+]. (5) The reactants are: Br[C:2]1[C:3](=[O:17])[NH:4][C:5](=[O:16])[N:6]([CH2:8][CH2:9][C:10]2[CH:15]=[CH:14][CH:13]=[CH:12][CH:11]=2)[N:7]=1.C([O-])([O-])=O.[K+].[K+].[CH2:24]([OH:31])[C:25]1[CH:30]=[CH:29][CH:28]=[CH:27][CH:26]=1.OS([O-])(=O)=O.[K+]. Given the product [CH2:24]([O:31][C:2]1[C:3](=[O:17])[NH:4][C:5](=[O:16])[N:6]([CH2:8][CH2:9][C:10]2[CH:15]=[CH:14][CH:13]=[CH:12][CH:11]=2)[N:7]=1)[C:25]1[CH:30]=[CH:29][CH:28]=[CH:27][CH:26]=1, predict the reactants needed to synthesize it. (6) Given the product [F:38][C:36]([F:37])([F:39])[C:33]1[N:31]2[N:32]=[C:27]([N:24]3[CH2:5][CH2:6][CH:7]([CH2:8][O:3][CH2:4][CH2:9][OH:12])[CH2:22][CH2:23]3)[CH:28]=[CH:29][C:30]2=[N:35][N:34]=1, predict the reactants needed to synthesize it. The reactants are: [H-].[Na+].[O:3]1[CH2:8][CH2:7][CH2:6][CH2:5][CH:4]1[CH:9]([OH:12])CO.O1CCC(OCC2CC[N:24]([C:27]3[CH:28]=[CH:29][C:30]4[N:31]([C:33]([C:36]([F:39])([F:38])[F:37])=[N:34][N:35]=4)[N:32]=3)[CH2:23][CH2:22]2)CC1.O.C1(C)C=CC(S(O)(=O)=O)=CC=1. (7) Given the product [F:1][C:2]1[CH:3]=[CH:4][C:5]([C:8]2[O:9][C:10]3[CH:20]=[CH:19][C:18]([C:21]4[C:22]([CH3:33])=[CH:23][C:24]([O:31][CH3:32])=[C:25]([CH:30]=4)[C:26]([OH:28])=[O:27])=[CH:17][C:11]=3[C:12]=2[C:13](=[O:16])[NH:14][CH3:15])=[CH:6][CH:7]=1, predict the reactants needed to synthesize it. The reactants are: [F:1][C:2]1[CH:7]=[CH:6][C:5]([C:8]2[O:9][C:10]3[CH:20]=[CH:19][C:18]([C:21]4[C:22]([CH3:33])=[CH:23][C:24]([O:31][CH3:32])=[C:25]([CH:30]=4)[C:26]([O:28]C)=[O:27])=[CH:17][C:11]=3[C:12]=2[C:13](=[O:16])[NH:14][CH3:15])=[CH:4][CH:3]=1.[OH-].[Na+].